The task is: Regression. Given a peptide amino acid sequence and an MHC pseudo amino acid sequence, predict their binding affinity value. This is MHC class I binding data.. This data is from Peptide-MHC class I binding affinity with 185,985 pairs from IEDB/IMGT. (1) The peptide sequence is RYFTVAFLF. The MHC is HLA-A03:01 with pseudo-sequence HLA-A03:01. The binding affinity (normalized) is 0.213. (2) The peptide sequence is NSGEETIGEAF. The MHC is Mamu-B17 with pseudo-sequence Mamu-B17. The binding affinity (normalized) is 0.